This data is from Full USPTO retrosynthesis dataset with 1.9M reactions from patents (1976-2016). The task is: Predict the reactants needed to synthesize the given product. (1) Given the product [F:20][C:21]1[CH:26]=[CH:25][CH:24]=[CH:23][C:22]=1[N:27]1[CH2:32][CH2:31][N:30]([CH2:14][CH2:13][CH2:12][C:11]2[N:7]([C:1]3[CH:6]=[CH:5][CH:4]=[CH:3][CH:2]=3)[N:8]=[C:9]([CH2:16][CH:17]([CH3:19])[CH3:18])[CH:10]=2)[CH2:29][CH2:28]1, predict the reactants needed to synthesize it. The reactants are: [C:1]1([N:7]2[C:11]([CH2:12][CH2:13][CH:14]=O)=[CH:10][C:9]([CH2:16][CH:17]([CH3:19])[CH3:18])=[N:8]2)[CH:6]=[CH:5][CH:4]=[CH:3][CH:2]=1.[F:20][C:21]1[CH:26]=[CH:25][CH:24]=[CH:23][C:22]=1[N:27]1[CH2:32][CH2:31][NH:30][CH2:29][CH2:28]1.CCN(C(C)C)C(C)C.[BH-](OC(C)=O)(OC(C)=O)OC(C)=O.[Na+]. (2) Given the product [CH3:1][O:2][C:3]([C:5]1[CH:10]=[C:9]([O:11][CH3:12])[N:8]=[C:7]([CH2:13][CH3:14])[N:6]=1)=[O:4], predict the reactants needed to synthesize it. The reactants are: [CH3:1][O:2][C:3]([C:5]1[CH:10]=[C:9]([O:11][CH3:12])[N:8]=[C:7]([CH:13]=[CH2:14])[N:6]=1)=[O:4].